Dataset: Full USPTO retrosynthesis dataset with 1.9M reactions from patents (1976-2016). Task: Predict the reactants needed to synthesize the given product. (1) Given the product [Cl:1][C:2]1[CH:3]=[CH:4][C:5]([CH:8]([CH2:13][NH2:14])[CH2:9][NH2:10])=[CH:6][CH:7]=1, predict the reactants needed to synthesize it. The reactants are: [Cl:1][C:2]1[CH:7]=[CH:6][C:5]([CH:8]([CH2:13][N+:14]([O-])=O)[CH2:9][N+:10]([O-])=O)=[CH:4][CH:3]=1.[H][H]. (2) Given the product [CH3:1][O:2][C:3](=[O:25])[CH2:4][C:5]1[C:14]([CH3:15])=[C:13]([C:48]2[CH:53]=[CH:52][C:51]([S:54]([N:57]3[CH2:58][CH2:59][CH2:60][CH2:61][CH2:62]3)(=[O:56])=[O:55])=[CH:50][CH:49]=2)[C:12]2[C:7](=[CH:8][CH:9]=[C:10]([Cl:24])[CH:11]=2)[CH:6]=1, predict the reactants needed to synthesize it. The reactants are: [CH3:1][O:2][C:3](=[O:25])[CH2:4][C:5]1[C:14]([CH3:15])=[C:13](OS(C(F)(F)F)(=O)=O)[C:12]2[C:7](=[CH:8][CH:9]=[C:10]([Cl:24])[CH:11]=2)[CH:6]=1.C1(P(C2C=CC=CC=2)C2C=CC=CC=2)C=CC=CC=1.B([C:48]1[CH:53]=[CH:52][C:51]([S:54]([N:57]2[CH2:62][CH2:61][CH2:60][CH2:59][CH2:58]2)(=[O:56])=[O:55])=[CH:50][CH:49]=1)(O)O.C(=O)([O-])[O-].[Na+].[Na+]. (3) Given the product [Cl:2][C:3]1[CH:4]=[CH:5][C:6]([CH:9]([NH2:14])[CH2:10][CH2:11][NH:12][CH3:13])=[CH:7][CH:8]=1, predict the reactants needed to synthesize it. The reactants are: Cl.[Cl:2][C:3]1[CH:8]=[CH:7][C:6]([CH:9]([NH:14]C(=O)OC(C)(C)C)[CH2:10][CH2:11][NH:12][CH3:13])=[CH:5][CH:4]=1. (4) Given the product [NH2:20][CH2:19][C:16]1[C:17]([NH2:18])=[N:7][C:6]([C:5]2[CH:9]=[CH:10][CH:11]=[C:3]([O:2][CH3:1])[CH:4]=2)=[N:8][C:15]=1[C:14]1[CH:21]=[CH:22][C:23]([Cl:25])=[CH:24][C:13]=1[Cl:12], predict the reactants needed to synthesize it. The reactants are: [CH3:1][O:2][C:3]1[CH:4]=[C:5]([CH:9]=[CH:10][CH:11]=1)[C:6]([NH2:8])=[NH:7].[Cl:12][C:13]1[CH:24]=[C:23]([Cl:25])[CH:22]=[CH:21][C:14]=1[CH:15]=[C:16]([C:19]#[N:20])[C:17]#[N:18]. (5) Given the product [S:11]1[C:12]([C:14]2[CH:15]=[CH:16][C:17]([OH:20])=[CH:18][CH:19]=2)=[N:13][C:9]([C:6]2[CH:7]=[CH:8][C:3]([OH:2])=[CH:4][CH:5]=2)=[N:10]1, predict the reactants needed to synthesize it. The reactants are: C[O:2][C:3]1[CH:8]=[CH:7][C:6]([C:9]2[N:13]=[C:12]([C:14]3[CH:19]=[CH:18][C:17]([O:20]C)=[CH:16][CH:15]=3)[S:11][N:10]=2)=[CH:5][CH:4]=1. (6) Given the product [CH2:23]([C:8]1[CH:9]=[C:10]([S:13][CH2:14][CH2:15][C@@H:16]([O:18][C:34]2[CH:35]=[CH:36][C:37]([C:39]([F:41])([F:40])[F:42])=[CH:38][C:33]=2[O:32][C:27]2[CH:28]=[CH:29][CH:30]=[CH:31][C:26]=2[CH3:44])[CH3:17])[CH:11]=[CH:12][C:7]=1[CH2:6][CH2:5][C:4]([OH:3])=[O:25])[CH3:24], predict the reactants needed to synthesize it. The reactants are: C([O:3][C:4](=[O:25])[CH2:5][CH2:6][C:7]1[CH:12]=[CH:11][C:10]([S:13][CH2:14][CH2:15][C@H:16]([O:18]S(C)(=O)=O)[CH3:17])=[CH:9][C:8]=1[CH2:23][CH3:24])C.[C:26]1([CH3:44])[CH:31]=[CH:30][CH:29]=[CH:28][C:27]=1[O:32][C:33]1[CH:38]=[C:37]([C:39]([F:42])([F:41])[F:40])[CH:36]=[CH:35][C:34]=1O.